The task is: Regression. Given two drug SMILES strings and cell line genomic features, predict the synergy score measuring deviation from expected non-interaction effect.. This data is from NCI-60 drug combinations with 297,098 pairs across 59 cell lines. (1) Drug 1: CC1C(C(=O)NC(C(=O)N2CCCC2C(=O)N(CC(=O)N(C(C(=O)O1)C(C)C)C)C)C(C)C)NC(=O)C3=C4C(=C(C=C3)C)OC5=C(C(=O)C(=C(C5=N4)C(=O)NC6C(OC(=O)C(N(C(=O)CN(C(=O)C7CCCN7C(=O)C(NC6=O)C(C)C)C)C)C(C)C)C)N)C. Drug 2: C1CC(=O)NC(=O)C1N2C(=O)C3=CC=CC=C3C2=O. Cell line: EKVX. Synergy scores: CSS=-2.78, Synergy_ZIP=1.95, Synergy_Bliss=2.03, Synergy_Loewe=-1.47, Synergy_HSA=-1.17. (2) Drug 1: CC1=C(C(CCC1)(C)C)C=CC(=CC=CC(=CC(=O)O)C)C. Drug 2: C1=NNC2=C1C(=O)NC=N2. Cell line: M14. Synergy scores: CSS=-4.20, Synergy_ZIP=0.373, Synergy_Bliss=-2.27, Synergy_Loewe=-3.67, Synergy_HSA=-5.33. (3) Drug 1: C1=CC(=CC=C1CCC2=CNC3=C2C(=O)NC(=N3)N)C(=O)NC(CCC(=O)O)C(=O)O. Drug 2: C(CC(=O)O)C(=O)CN.Cl. Cell line: MDA-MB-231. Synergy scores: CSS=17.6, Synergy_ZIP=-7.33, Synergy_Bliss=-6.92, Synergy_Loewe=-5.75, Synergy_HSA=-4.47. (4) Drug 1: C1CCC(CC1)NC(=O)N(CCCl)N=O. Drug 2: CCCCCOC(=O)NC1=NC(=O)N(C=C1F)C2C(C(C(O2)C)O)O. Cell line: A498. Synergy scores: CSS=27.6, Synergy_ZIP=-3.23, Synergy_Bliss=2.50, Synergy_Loewe=2.29, Synergy_HSA=2.69. (5) Drug 1: CC1C(C(CC(O1)OC2CC(OC(C2O)C)OC3=CC4=CC5=C(C(=O)C(C(C5)C(C(=O)C(C(C)O)O)OC)OC6CC(C(C(O6)C)O)OC7CC(C(C(O7)C)O)OC8CC(C(C(O8)C)O)(C)O)C(=C4C(=C3C)O)O)O)O. Drug 2: C1=CC=C(C(=C1)C(C2=CC=C(C=C2)Cl)C(Cl)Cl)Cl. Cell line: SNB-75. Synergy scores: CSS=40.4, Synergy_ZIP=-0.444, Synergy_Bliss=-1.26, Synergy_Loewe=-52.4, Synergy_HSA=-2.26. (6) Drug 1: C1=CC(=CC=C1CCC2=CNC3=C2C(=O)NC(=N3)N)C(=O)NC(CCC(=O)O)C(=O)O. Drug 2: CN1C(=O)N2C=NC(=C2N=N1)C(=O)N. Cell line: IGROV1. Synergy scores: CSS=26.1, Synergy_ZIP=-5.12, Synergy_Bliss=2.07, Synergy_Loewe=-50.8, Synergy_HSA=0.790.